From a dataset of NCI-60 drug combinations with 297,098 pairs across 59 cell lines. Regression. Given two drug SMILES strings and cell line genomic features, predict the synergy score measuring deviation from expected non-interaction effect. (1) Drug 1: COC1=CC(=CC(=C1O)OC)C2C3C(COC3=O)C(C4=CC5=C(C=C24)OCO5)OC6C(C(C7C(O6)COC(O7)C8=CC=CS8)O)O. Drug 2: CC1=CC2C(CCC3(C2CCC3(C(=O)C)OC(=O)C)C)C4(C1=CC(=O)CC4)C. Cell line: SK-MEL-2. Synergy scores: CSS=52.6, Synergy_ZIP=2.88, Synergy_Bliss=4.97, Synergy_Loewe=-53.0, Synergy_HSA=3.08. (2) Synergy scores: CSS=15.9, Synergy_ZIP=-1.60, Synergy_Bliss=-0.803, Synergy_Loewe=-4.28, Synergy_HSA=-1.61. Drug 2: C1CC(=O)NC(=O)C1N2C(=O)C3=CC=CC=C3C2=O. Cell line: KM12. Drug 1: CCC(=C(C1=CC=CC=C1)C2=CC=C(C=C2)OCCN(C)C)C3=CC=CC=C3.C(C(=O)O)C(CC(=O)O)(C(=O)O)O. (3) Drug 1: C1CC(C1)(C(=O)O)C(=O)O.[NH2-].[NH2-].[Pt+2]. Drug 2: CS(=O)(=O)CCNCC1=CC=C(O1)C2=CC3=C(C=C2)N=CN=C3NC4=CC(=C(C=C4)OCC5=CC(=CC=C5)F)Cl. Cell line: SR. Synergy scores: CSS=58.5, Synergy_ZIP=-0.369, Synergy_Bliss=-1.35, Synergy_Loewe=-5.84, Synergy_HSA=-3.29. (4) Drug 1: CN1C2=C(C=C(C=C2)N(CCCl)CCCl)N=C1CCCC(=O)O.Cl. Drug 2: N.N.Cl[Pt+2]Cl. Cell line: RXF 393. Synergy scores: CSS=44.2, Synergy_ZIP=3.32, Synergy_Bliss=2.49, Synergy_Loewe=-12.6, Synergy_HSA=2.87. (5) Drug 1: CN(C)C1=NC(=NC(=N1)N(C)C)N(C)C. Drug 2: COC1=C2C(=CC3=C1OC=C3)C=CC(=O)O2. Cell line: HCT116. Synergy scores: CSS=-3.92, Synergy_ZIP=-0.403, Synergy_Bliss=-7.51, Synergy_Loewe=-6.32, Synergy_HSA=-8.02. (6) Drug 1: CC(C1=C(C=CC(=C1Cl)F)Cl)OC2=C(N=CC(=C2)C3=CN(N=C3)C4CCNCC4)N. Drug 2: CC(C)CN1C=NC2=C1C3=CC=CC=C3N=C2N. Cell line: K-562. Synergy scores: CSS=34.7, Synergy_ZIP=1.23, Synergy_Bliss=3.35, Synergy_Loewe=-12.4, Synergy_HSA=2.28. (7) Drug 1: CC1=C2C(C(=O)C3(C(CC4C(C3C(C(C2(C)C)(CC1OC(=O)C(C(C5=CC=CC=C5)NC(=O)OC(C)(C)C)O)O)OC(=O)C6=CC=CC=C6)(CO4)OC(=O)C)OC)C)OC. Drug 2: CCC1=C2CN3C(=CC4=C(C3=O)COC(=O)C4(CC)O)C2=NC5=C1C=C(C=C5)O. Cell line: HCT116. Synergy scores: CSS=65.4, Synergy_ZIP=-3.09, Synergy_Bliss=-4.67, Synergy_Loewe=-1.58, Synergy_HSA=0.842.